From a dataset of Catalyst prediction with 721,799 reactions and 888 catalyst types from USPTO. Predict which catalyst facilitates the given reaction. Reactant: Br[C:2]1[CH:3]=[C:4]2[C:10]([CH:11]([O:15][CH2:16][CH3:17])[O:12][CH2:13][CH3:14])=[N:9][N:8]([C:18]([O:20][C:21]([CH3:24])([CH3:23])[CH3:22])=[O:19])[C:5]2=[CH:6][N:7]=1.[CH2:25]([N:32]([CH2:40][C:41]1[CH:42]=[C:43](B(O)O)[CH:44]=[N:45][CH:46]=1)[C:33]([O:35][C:36]([CH3:39])([CH3:38])[CH3:37])=[O:34])[C:26]1[CH:31]=[CH:30][CH:29]=[CH:28][CH:27]=1.C([O-])([O-])=O.[K+].[K+].CCOC(C)=O. Product: [CH2:25]([N:32]([CH2:40][C:41]1[CH:42]=[C:43]([C:2]2[CH:3]=[C:4]3[C:10]([CH:11]([O:15][CH2:16][CH3:17])[O:12][CH2:13][CH3:14])=[N:9][N:8]([C:18]([O:20][C:21]([CH3:24])([CH3:23])[CH3:22])=[O:19])[C:5]3=[CH:6][N:7]=2)[CH:44]=[N:45][CH:46]=1)[C:33]([O:35][C:36]([CH3:39])([CH3:38])[CH3:37])=[O:34])[C:26]1[CH:31]=[CH:30][CH:29]=[CH:28][CH:27]=1. The catalyst class is: 117.